The task is: Predict the reactants needed to synthesize the given product.. This data is from Full USPTO retrosynthesis dataset with 1.9M reactions from patents (1976-2016). (1) Given the product [CH2:16]([C@H:4]1[C@H:3]([CH3:18])[C@@H:2]([NH:1][C:20]2[CH:25]=[N:24][C:23]([CH3:26])=[CH:22][N:21]=2)[C:11]2[C:6](=[CH:7][CH:8]=[C:9]([F:12])[CH:10]=2)[N:5]1[C:13](=[O:15])[CH3:14])[CH3:17], predict the reactants needed to synthesize it. The reactants are: [NH2:1][C@H:2]1[C:11]2[C:6](=[CH:7][CH:8]=[C:9]([F:12])[CH:10]=2)[N:5]([C:13](=[O:15])[CH3:14])[C@@H:4]([CH2:16][CH3:17])[C@@H:3]1[CH3:18].Cl[C:20]1[CH:25]=[N:24][C:23]([CH3:26])=[CH:22][N:21]=1.CC(C)([O-])C.[Na+].CN(C1C(C2C(P(C3CCCCC3)C3CCCCC3)=CC=CC=2)=CC=CC=1)C. (2) Given the product [C:1]([CH:5]1[CH2:6][CH2:7][CH:8]([N:11]([CH2:22][C:23]2[CH:24]=[CH:25][C:26]([C:27]([NH:37][CH2:36][C@@H:35]([OH:38])[C:34]([O:33][CH3:32])=[O:39])=[O:28])=[CH:30][CH:31]=2)[C:12]2[N:16]([CH3:17])[C:15]3[CH:18]=[CH:19][CH:20]=[CH:21][C:14]=3[N:13]=2)[CH2:9][CH2:10]1)([CH3:4])([CH3:2])[CH3:3], predict the reactants needed to synthesize it. The reactants are: [C:1]([CH:5]1[CH2:10][CH2:9][CH:8]([N:11]([CH2:22][C:23]2[CH:31]=[CH:30][C:26]([C:27](O)=[O:28])=[CH:25][CH:24]=2)[C:12]2[N:16]([CH3:17])[C:15]3[CH:18]=[CH:19][CH:20]=[CH:21][C:14]=3[N:13]=2)[CH2:7][CH2:6]1)([CH3:4])([CH3:3])[CH3:2].[CH3:32][O:33][C:34](=[O:39])[CH:35]([OH:38])[CH2:36][NH2:37].C1C=CC2N(O)N=NC=2C=1.C(Cl)CCl.CCN(C(C)C)C(C)C. (3) Given the product [CH3:1][O:2][C:3]1[N:8]=[C:7]2[S:9][C:10]3[CH2:15][CH2:14][CH2:13][CH2:12][C:11]=3[C:6]2=[C:5]([C:16]2[CH:17]=[CH:18][C:19]([CH3:22])=[CH:20][CH:21]=2)[C:4]=1[CH:23]([CH2:29][CH2:30][CH3:31])[C:24]([O:26][CH3:27])=[O:25], predict the reactants needed to synthesize it. The reactants are: [CH3:1][O:2][C:3]1[N:8]=[C:7]2[S:9][C:10]3[CH2:15][CH2:14][CH2:13][CH2:12][C:11]=3[C:6]2=[C:5]([C:16]2[CH:21]=[CH:20][C:19]([CH3:22])=[CH:18][CH:17]=2)[C:4]=1[CH2:23][C:24]([O:26][CH3:27])=[O:25].I[CH2:29][CH2:30][CH3:31]. (4) Given the product [Br:10][C:7]1[CH:6]=[C:5]([F:8])[C:4]([F:9])=[CH:3][C:2]=1[Cl:1], predict the reactants needed to synthesize it. The reactants are: [Cl:1][C:2]1[CH:7]=[CH:6][C:5]([F:8])=[C:4]([F:9])[CH:3]=1.[Br:10]Br.[Al].Cl. (5) Given the product [ClH:29].[NH2:8][C:5]1[CH:6]=[CH:7][C:2]([CH3:1])=[C:3]([NH:16][C:17]([C:19]2[CH:20]=[C:21]3[C:26](=[CH:27][CH:28]=2)[N:25]=[CH:24][CH:23]=[N:22]3)=[O:18])[CH:4]=1, predict the reactants needed to synthesize it. The reactants are: [CH3:1][C:2]1[CH:7]=[CH:6][C:5]([NH:8]C(=O)OC(C)(C)C)=[CH:4][C:3]=1[NH:16][C:17]([C:19]1[CH:20]=[C:21]2[C:26](=[CH:27][CH:28]=1)[N:25]=[CH:24][CH:23]=[N:22]2)=[O:18].[ClH:29].C(OCC)C. (6) Given the product [Cl:1][C:2]1[N:7]=[C:6]([C:8]([O:10][C:17]([CH3:27])([CH3:22])[CH3:18])=[O:9])[CH:5]=[CH:4][N:3]=1, predict the reactants needed to synthesize it. The reactants are: [Cl:1][C:2]1[N:7]=[C:6]([C:8]([OH:10])=[O:9])[CH:5]=[CH:4][N:3]=1.N1C=CC=CC=1.[C:17]1([CH3:27])[CH:22]=CC(S(Cl)(=O)=O)=C[CH:18]=1.C([O-])(O)=O.[Na+]. (7) The reactants are: [CH2:1]([O:4][C:5]1[CH:15]=[CH:14][C:8]([CH:9]=[CH:10][C:11]([OH:13])=[O:12])=[CH:7][CH:6]=1)[CH2:2][CH3:3].[C:16]12(CO)CC(CC1)C=C2.C1CCC(N=C=NC2CCCCC2)CC1. Given the product [CH:5]12[CH2:9][CH:8]([CH:7]=[CH:6]1)[CH2:14][CH2:15]2.[CH3:16][C:14]1[CH:15]=[C:5]([O:4][CH2:1][CH2:2][CH3:3])[CH:6]=[CH:7][C:8]=1[CH:9]=[CH:10][C:11]([O-:13])=[O:12], predict the reactants needed to synthesize it. (8) Given the product [F:41][C:28]([F:27])([F:40])[O:29][C:30]1[CH:35]=[CH:34][C:33]([S:36]([NH:1][C:2]2[CH:7]=[CH:6][C:5]([C:8]3[C:17]4[C:12](=[CH:13][CH:14]=[C:15]([Cl:18])[CH:16]=4)[CH2:11][CH2:10][N:9]=3)=[CH:4][C:3]=2[O:19][CH3:20])(=[O:38])=[O:37])=[CH:32][CH:31]=1, predict the reactants needed to synthesize it. The reactants are: [NH2:1][C:2]1[CH:7]=[CH:6][C:5]([C:8]2[C:17]3[C:12](=[CH:13][CH:14]=[C:15]([Cl:18])[CH:16]=3)[CH2:11][CH2:10][N:9]=2)=[CH:4][C:3]=1[O:19][CH3:20].C(=O)([O-])[O-].[Na+].[Na+].[F:27][C:28]([F:41])([F:40])[O:29][C:30]1[CH:35]=[CH:34][C:33]([S:36](Cl)(=[O:38])=[O:37])=[CH:32][CH:31]=1. (9) Given the product [C:1]([C:5]1[CH:6]=[C:7]2[C:12](=[C:13]([F:15])[CH:14]=1)[C:11](=[O:16])[N:10]([C:17]1[CH:22]=[CH:21][CH:20]=[C:19]([C:23]3[CH:24]=[C:25]([NH:31][C:32]4[CH:33]=[CH:34][C:35]([N:38]5[CH2:51][C:40]6([CH2:43][NH:42][CH2:41]6)[CH2:39]5)=[CH:36][N:37]=4)[C:26](=[O:30])[N:27]([CH3:29])[N:28]=3)[C:18]=1[CH2:52][OH:53])[N:9]=[CH:8]2)([CH3:4])([CH3:2])[CH3:3], predict the reactants needed to synthesize it. The reactants are: [C:1]([C:5]1[CH:6]=[C:7]2[C:12](=[C:13]([F:15])[CH:14]=1)[C:11](=[O:16])[N:10]([C:17]1[C:18]([CH2:52][OH:53])=[C:19]([C:23]3[CH:24]=[C:25]([NH:31][C:32]4[N:37]=[CH:36][C:35]([N:38]5[CH2:51][C:40]6([CH2:43][N:42](C(OC(C)(C)C)=O)[CH2:41]6)[CH2:39]5)=[CH:34][CH:33]=4)[C:26](=[O:30])[N:27]([CH3:29])[N:28]=3)[CH:20]=[CH:21][CH:22]=1)[N:9]=[CH:8]2)([CH3:4])([CH3:3])[CH3:2].C(O)(C(F)(F)F)=O.